Dataset: Full USPTO retrosynthesis dataset with 1.9M reactions from patents (1976-2016). Task: Predict the reactants needed to synthesize the given product. (1) Given the product [C:1]([C:3]1[CH:4]=[C:5]([CH:9]=[CH:10][C:11]=1[F:12])[C:6]([O:8][CH3:14])=[O:7])#[N:2], predict the reactants needed to synthesize it. The reactants are: [C:1]([C:3]1[CH:4]=[C:5]([CH:9]=[CH:10][C:11]=1[F:12])[C:6]([OH:8])=[O:7])#[N:2].O.[C:14]1(C)C=CC(S(O)(=O)=O)=CC=1. (2) Given the product [NH2:11][C:9]1[N:8]=[CH:7][N:6]=[C:5]2[N:4]([CH:12]([C:14]3[CH:15]=[C:16]4[N:21]([C:22]=3[C:23]3[CH:28]=[CH:27][CH:26]=[CH:25][N:24]=3)[CH:20]=[CH:19][CH:18]=[CH:17]4)[CH3:13])[N:3]=[C:2]([C:34]3[CH:33]=[C:32]([NH:45][S:46]([CH3:49])(=[O:48])=[O:47])[CH:31]=[C:30]([F:29])[CH:35]=3)[C:10]=12, predict the reactants needed to synthesize it. The reactants are: I[C:2]1[C:10]2[C:5](=[N:6][CH:7]=[N:8][C:9]=2[NH2:11])[N:4]([CH:12]([C:14]2[CH:15]=[C:16]3[N:21]([C:22]=2[C:23]2[CH:28]=[CH:27][CH:26]=[CH:25][N:24]=2)[CH:20]=[CH:19][CH:18]=[CH:17]3)[CH3:13])[N:3]=1.[F:29][C:30]1[CH:31]=[C:32]([NH:45][S:46]([CH3:49])(=[O:48])=[O:47])[CH:33]=[C:34](B2OC(C)(C)C(C)(C)O2)[CH:35]=1.CCO.C([O-])([O-])=O.[Na+].[Na+]. (3) Given the product [C:1]1([C:10]2[CH:15]=[CH:14][CH:13]=[CH:12][CH:11]=2)[CH:6]=[CH:5][CH:4]=[CH:3][C:2]=1[C:7]1[O:9][C:22]([C:21]2[CH:26]=[CH:27][CH:28]=[C:19]([Br:18])[CH:20]=2)=[N:24][N:25]=1, predict the reactants needed to synthesize it. The reactants are: [C:1]1([C:10]2[CH:15]=[CH:14][CH:13]=[CH:12][CH:11]=2)[C:2]([C:7]([OH:9])=O)=[CH:3][CH:4]=[CH:5][CH:6]=1.N#N.[Br:18][C:19]1[CH:20]=[C:21]([CH:26]=[CH:27][CH:28]=1)[C:22]([NH:24][NH2:25])=O.CCN(C(C)C)C(C)C.F[B-](F)(F)F.N1(OC(N(C)C)=[N+](C)C)C2C=CC=CC=2N=N1.S(Cl)(C1C=CC(C)=CC=1)(=O)=O. (4) The reactants are: [CH:1]1([C:4]([C:6]2[CH:11]=[CH:10][C:9](Cl)=[C:8]([N+:13]([O-:15])=[O:14])[CH:7]=2)=[O:5])[CH2:3][CH2:2]1.[C:16]([NH:23][CH:24]1[CH2:29][CH2:28][NH:27][CH2:26][CH2:25]1)([O:18][C:19]([CH3:22])([CH3:21])[CH3:20])=[O:17]. Given the product [CH:1]1([C:4]([C:6]2[CH:11]=[CH:10][C:9]([N:27]3[CH2:26][CH2:25][CH:24]([NH:23][C:16](=[O:17])[O:18][C:19]([CH3:21])([CH3:20])[CH3:22])[CH2:29][CH2:28]3)=[C:8]([N+:13]([O-:15])=[O:14])[CH:7]=2)=[O:5])[CH2:3][CH2:2]1, predict the reactants needed to synthesize it. (5) Given the product [S:4]1[CH2:5][CH2:6][C:7]2([C:15]3[CH:14]=[CH:13][S:12][C:11]=3[CH2:10][CH2:9][CH2:8]2)[N:3]=[C:1]1[NH2:2], predict the reactants needed to synthesize it. The reactants are: [C:1]([S:4][CH2:5][CH:6]=[C:7]1[C:15]2[CH:14]=[CH:13][S:12][C:11]=2[CH2:10][CH2:9][CH2:8]1)(=[NH:3])[NH2:2].[OH-].[Na+].